Dataset: Peptide-MHC class I binding affinity with 185,985 pairs from IEDB/IMGT. Task: Regression. Given a peptide amino acid sequence and an MHC pseudo amino acid sequence, predict their binding affinity value. This is MHC class I binding data. The MHC is HLA-A02:03 with pseudo-sequence HLA-A02:03. The peptide sequence is IARLVYKAR. The binding affinity (normalized) is 0.0847.